From a dataset of Full USPTO retrosynthesis dataset with 1.9M reactions from patents (1976-2016). Predict the reactants needed to synthesize the given product. (1) Given the product [CH:1]1([O:6][C:7]2[C:12]([C:17]3[CH:22]=[CH:21][C:20]([C:23]4[N:24]=[CH:25][C:26]([NH2:29])=[N:27][CH:28]=4)=[C:19]([F:30])[CH:18]=3)=[CH:11][CH:10]=[CH:9][N:8]=2)[CH2:5][CH2:4][CH2:3][CH2:2]1, predict the reactants needed to synthesize it. The reactants are: [CH:1]1([O:6][C:7]2[C:12](B(O)O)=[CH:11][CH:10]=[CH:9][N:8]=2)[CH2:5][CH2:4][CH2:3][CH2:2]1.Br[C:17]1[CH:22]=[CH:21][C:20]([C:23]2[N:24]=[CH:25][C:26]([NH2:29])=[N:27][CH:28]=2)=[C:19]([F:30])[CH:18]=1. (2) Given the product [CH:1]([NH:4][C:5]([C:7]1[C:16](=[O:17])[C:15]2[C:10](=[N:11][CH:12]=[CH:13][CH:14]=2)[N:9]([C:18]2[CH:23]=[CH:22][CH:21]=[C:20]([C:24]#[C:25][C:26]3[CH:27]=[CH:28][N+:29]([O-:42])=[CH:30][CH:31]=3)[CH:19]=2)[CH:8]=1)=[O:6])([CH3:3])[CH3:2], predict the reactants needed to synthesize it. The reactants are: [CH:1]([NH:4][C:5]([C:7]1[C:16](=[O:17])[C:15]2[C:10](=[N:11][CH:12]=[CH:13][CH:14]=2)[N:9]([C:18]2[CH:23]=[CH:22][CH:21]=[C:20]([C:24]#[C:25][C:26]3[CH:31]=[CH:30][N:29]=[CH:28][CH:27]=3)[CH:19]=2)[CH:8]=1)=[O:6])([CH3:3])[CH3:2].O.O.O.O.O.O.C(O[O-])(=O)C1C(=CC=CC=1)C([O-])=[O:42].[Mg+2]. (3) Given the product [CH2:1]([O:3][C:4](=[O:24])[CH2:5][C:6]1[CH:7]=[C:8]2[C:12](=[CH:13][CH:14]=1)[NH:11][N:10]=[CH:9]2)[CH3:2], predict the reactants needed to synthesize it. The reactants are: [CH2:1]([O:3][C:4](=[O:24])[CH2:5][C:6]1[CH:7]=[C:8]2[C:12](=[CH:13][CH:14]=1)[N:11](CC1C=CC(OC)=CC=1)[N:10]=[CH:9]2)[CH3:2].FC(F)(F)S(O)(=O)=O.